From a dataset of Peptide-MHC class II binding affinity with 134,281 pairs from IEDB. Regression. Given a peptide amino acid sequence and an MHC pseudo amino acid sequence, predict their binding affinity value. This is MHC class II binding data. (1) The MHC is DRB3_0101 with pseudo-sequence DRB3_0101. The binding affinity (normalized) is 0.389. The peptide sequence is AQMNQAFRNIVNMLH. (2) The peptide sequence is TLSVTFIGAAPLILSY. The MHC is DRB1_1302 with pseudo-sequence DRB1_1302. The binding affinity (normalized) is 0.609.